From a dataset of Reaction yield outcomes from USPTO patents with 853,638 reactions. Predict the reaction yield, written as a fraction of the theoretical maximum amount of product (1.0 means a 100% yield; for example, 0.34 means a 34% yield). (1) The reactants are [CH3:1][O:2][C:3](=[O:22])[C:4]1[CH:9]=[C:8]([O:10][CH:11]([CH3:13])[CH3:12])[CH:7]=[C:6]([O:14][C:15]2[CH:20]=[CH:19][C:18](Br)=[CH:17][CH:16]=2)[CH:5]=1.[P:23]([O-:32])([O:28][CH:29]([CH3:31])[CH3:30])[O:24][CH:25]([CH3:27])[CH3:26].C([SiH](CC)CC)C.CCN(CC)CC. The catalyst is C1(C)C=CC=CC=1.C1C=CC([PH+]([C]2[CH][CH][CH][CH]2)C2C=CC=CC=2)=CC=1.C1C=CC([PH+]([C]2[CH][CH][CH][CH]2)C2C=CC=CC=2)=CC=1.C(Cl)Cl.Cl[Pd]Cl.[Fe].C(Cl)Cl. The product is [CH3:1][O:2][C:3](=[O:22])[C:4]1[CH:9]=[C:8]([O:10][CH:11]([CH3:13])[CH3:12])[CH:7]=[C:6]([O:14][C:15]2[CH:20]=[CH:19][C:18]([P:23]([O:28][CH:29]([CH3:31])[CH3:30])([O:24][CH:25]([CH3:27])[CH3:26])=[O:32])=[CH:17][CH:16]=2)[CH:5]=1. The yield is 0.650. (2) The reactants are C1([O:7][C:8](=O)[NH:9][C:10]2[CH:15]=[C:14]([O:16][C:17]3[CH:22]=[CH:21][C:20]([NH:23][C:24]([C:26]4([C:29](=[O:38])[NH:30][C:31]5[CH:36]=[CH:35][C:34]([F:37])=[CH:33][CH:32]=5)[CH2:28][CH2:27]4)=[O:25])=[CH:19][C:18]=3[F:39])[N:13]=[CH:12][N:11]=2)C=CC=CC=1.[CH3:41][N:42]1[CH2:47][CH2:46][CH:45]([NH:48][CH3:49])[CH2:44][CH2:43]1. The catalyst is CN(C)C=O. The product is [F:39][C:18]1[CH:19]=[C:20]([NH:23][C:24]([C:26]2([C:29]([NH:30][C:31]3[CH:32]=[CH:33][C:34]([F:37])=[CH:35][CH:36]=3)=[O:38])[CH2:28][CH2:27]2)=[O:25])[CH:21]=[CH:22][C:17]=1[O:16][C:14]1[CH:15]=[C:10]([NH:9][C:8]([N:48]([CH3:49])[CH:45]2[CH2:46][CH2:47][N:42]([CH3:41])[CH2:43][CH2:44]2)=[O:7])[N:11]=[CH:12][N:13]=1. The yield is 0.793. (3) The yield is 0.420. The catalyst is C1(C)C=CC=CC=1.C(O)C. The reactants are [CH3:1][N:2]1[CH2:7][CH2:6][N:5]([C:8]([C:10]2[CH:22]=[C:21]3[C:13]([C:14]4[C:15](B5OC(C)(C)C(C)(C)O5)=[CH:16][CH:17]=[C:18]([C:23]([NH2:25])=[O:24])[C:19]=4[NH:20]3)=[CH:12][CH:11]=2)=[O:9])[CH2:4][CH2:3]1.Br[C:36]1[CH:45]=[CH:44][CH:43]=[C:42]2[C:37]=1[CH:38]=[CH:39][CH:40]=[C:41]2[NH2:46].C(=O)([O-])[O-].[K+].[K+]. The product is [NH2:46][C:41]1[CH:40]=[CH:39][CH:38]=[C:37]2[C:42]=1[CH:43]=[CH:44][CH:45]=[C:36]2[C:15]1[C:14]2[C:13]3[C:21](=[CH:22][C:10]([C:8]([N:5]4[CH2:4][CH2:3][N:2]([CH3:1])[CH2:7][CH2:6]4)=[O:9])=[CH:11][CH:12]=3)[NH:20][C:19]=2[C:18]([C:23]([NH2:25])=[O:24])=[CH:17][CH:16]=1. (4) The reactants are [OH:1][C:2]1[CH:3]=[C:4]([CH:11]2[C:15]3[C:16]([CH3:30])=[C:17]([NH:22][C:23](=[O:29])[CH2:24][C:25]([CH3:28])([CH3:27])[CH3:26])[C:18]([CH3:21])=[C:19]([CH3:20])[C:14]=3[O:13][CH2:12]2)[CH:5]=[CH:6][C:7]=1[CH:8]([CH3:10])[CH3:9].Br[CH2:32][C:33]([O:35][CH2:36][CH3:37])=[O:34].C(=O)([O-])[O-].[K+].[K+].O. The catalyst is CC(C)=O.[I-].[K+]. The product is [CH3:26][C:25]([CH3:28])([CH3:27])[CH2:24][C:23]([NH:22][C:17]1[C:18]([CH3:21])=[C:19]([CH3:20])[C:14]2[O:13][CH2:12][CH:11]([C:4]3[CH:5]=[CH:6][C:7]([CH:8]([CH3:10])[CH3:9])=[C:2]([CH:3]=3)[O:1][CH2:32][C:33]([O:35][CH2:36][CH3:37])=[O:34])[C:15]=2[C:16]=1[CH3:30])=[O:29]. The yield is 0.910. (5) The reactants are F[C:2]1[CH:7]=[C:6]([O:8][CH3:9])[CH:5]=[CH:4][C:3]=1[C:10]1[NH:19][C:18](=[O:20])[C:17]2[C:12](=[CH:13][C:14]([O:23][CH3:24])=[CH:15][C:16]=2[O:21][CH3:22])[N:11]=1.[O:25]1[CH2:30][CH2:29][CH:28]([NH2:31])[CH2:27][CH2:26]1.C[Si]([N-][Si](C)(C)C)(C)C.[Li+]. The catalyst is C1COCC1.O. The yield is 0.140. The product is [CH3:22][O:21][C:16]1[CH:15]=[C:14]([O:23][CH3:24])[CH:13]=[C:12]2[C:17]=1[C:18](=[O:20])[NH:19][C:10]([C:3]1[CH:4]=[CH:5][C:6]([O:8][CH3:9])=[CH:7][C:2]=1[NH:31][CH:28]1[CH2:29][CH2:30][O:25][CH2:26][CH2:27]1)=[N:11]2. (6) The reactants are [C:1]1([S:7]([N:10]2[C:14]3=[N:15][CH:16]=[C:17]([N+:26]([O-])=O)[C:18]([NH:19][CH:20]4[CH2:25][CH2:24][CH2:23][CH2:22][CH2:21]4)=[C:13]3[CH:12]=[CH:11]2)(=[O:9])=[O:8])[CH:6]=[CH:5][CH:4]=[CH:3][CH:2]=1.C1COCC1. The catalyst is [Pd].C(O)C. The product is [C:1]1([S:7]([N:10]2[C:14]3=[N:15][CH:16]=[C:17]([NH2:26])[C:18]([NH:19][CH:20]4[CH2:25][CH2:24][CH2:23][CH2:22][CH2:21]4)=[C:13]3[CH:12]=[CH:11]2)(=[O:9])=[O:8])[CH:2]=[CH:3][CH:4]=[CH:5][CH:6]=1. The yield is 1.00.